This data is from Forward reaction prediction with 1.9M reactions from USPTO patents (1976-2016). The task is: Predict the product of the given reaction. (1) Given the reactants [CH2:1]([C:3]1[C:4]([OH:20])=[CH:5][C:6]([OH:19])=[C:7]([C:9](=[O:18])[CH2:10][C:11]2[CH:16]=[CH:15][C:14]([F:17])=[CH:13][CH:12]=2)[CH:8]=1)[CH3:2].Cl[C:22](=[O:28])[C:23]([O:25][CH2:26][CH3:27])=[O:24].Cl.O1C2C(=CC=CC=2)C=CC1C([O-])=O, predict the reaction product. The product is: [CH2:26]([O:25][C:23](=[O:24])[C:22](=[O:28])[CH:10]([C:11]1[CH:16]=[CH:15][C:14]([F:17])=[CH:13][CH:12]=1)[C:9]([C:7]1[CH:8]=[C:3]([CH2:1][CH3:2])[C:4]([OH:20])=[CH:5][C:6]=1[OH:19])=[O:18])[CH3:27]. (2) Given the reactants [Cl:1][C:2]1[CH:11]=[C:10]([Cl:12])[C:9]2[C:4](=[CH:5][C:6](I)=[CH:7][CH:8]=2)[N:3]=1.[SH:14][C:15]1[CH:16]=[C:17]([C:21]2([C:27]#[N:28])[CH2:26][CH2:25][O:24][CH2:23][CH2:22]2)[CH:18]=[CH:19][CH:20]=1.CCN(C(C)C)C(C)C.C1(P(C2C=CC=CC=2)C2C3OC4C(=CC=CC=4P(C4C=CC=CC=4)C4C=CC=CC=4)C(C)(C)C=3C=CC=2)C=CC=CC=1, predict the reaction product. The product is: [Cl:1][C:2]1[CH:11]=[C:10]([Cl:12])[C:9]2[C:4](=[CH:5][C:6]([S:14][C:15]3[CH:16]=[C:17]([C:21]4([C:27]#[N:28])[CH2:22][CH2:23][O:24][CH2:25][CH2:26]4)[CH:18]=[CH:19][CH:20]=3)=[CH:7][CH:8]=2)[N:3]=1.